From a dataset of Full USPTO retrosynthesis dataset with 1.9M reactions from patents (1976-2016). Predict the reactants needed to synthesize the given product. Given the product [Cl:36][CH2:2][CH:3]1[CH2:8][CH2:7][CH:6]([C:9]2([C:20]3[CH:25]=[CH:24][CH:23]=[C:22]([F:26])[C:21]=3[F:27])[CH2:14][CH2:13][CH:12]([CH2:15][CH2:16][CH2:17][CH2:18][CH3:19])[CH2:11][CH2:10]2)[CH2:5][CH2:4]1, predict the reactants needed to synthesize it. The reactants are: O[CH2:2][CH:3]1[CH2:8][CH2:7][CH:6]([C:9]2([C:20]3[CH:25]=[CH:24][CH:23]=[C:22]([F:26])[C:21]=3[F:27])[CH2:14][CH2:13][CH:12]([CH2:15][CH2:16][CH2:17][CH2:18][CH3:19])[CH2:11][CH2:10]2)[CH2:5][CH2:4]1.N1C=CC=CC=1.S(Cl)([Cl:36])=O.